Dataset: Forward reaction prediction with 1.9M reactions from USPTO patents (1976-2016). Task: Predict the product of the given reaction. (1) Given the reactants [CH3:1][O:2][C:3]1[C:4]([N+:12]([O-:14])=[O:13])=[C:5]([CH:9]=[CH:10][CH:11]=1)C(O)=O.C([N:17]([CH2:20]C)CC)C.C1(P(N=[N+]=[N-])(C2C=CC=CC=2)=[O:29])C=CC=CC=1.[CH3:39][C:40]([OH:43])([CH3:42])[CH3:41], predict the reaction product. The product is: [CH3:1][O:2][C:3]1[C:4]([N+:12]([O-:14])=[O:13])=[C:5]([NH:17][C:20](=[O:29])[O:43][C:40]([CH3:42])([CH3:41])[CH3:39])[CH:9]=[CH:10][CH:11]=1. (2) Given the reactants [Br:1][C:2]1[CH:3]=[C:4]2[C:9](=[CH:10][CH:11]=1)[N:8]([C:12](=[O:17])[C:13]([F:16])([F:15])[F:14])[C@@H:7]([CH3:18])[CH2:6][NH:5]2.N1C=CC=CC=1.[F:25][C:26]1[CH:34]=[CH:33][CH:32]=[CH:31][C:27]=1[C:28](Cl)=[O:29], predict the reaction product. The product is: [Br:1][C:2]1[CH:3]=[C:4]2[C:9](=[CH:10][CH:11]=1)[N:8]([C:12](=[O:17])[C:13]([F:14])([F:16])[F:15])[C@@H:7]([CH3:18])[CH2:6][N:5]2[C:28](=[O:29])[C:27]1[CH:31]=[CH:32][CH:33]=[CH:34][C:26]=1[F:25]. (3) Given the reactants [C:1]([C:4]1[C:9]([C:10]2[CH:15]=[CH:14][CH:13]=[CH:12][CH:11]=2)=[N:8][N:7]([CH2:16][CH3:17])[C:6](=[O:18])[C:5]=1[N+:19]([O-])=O)(=[O:3])[CH3:2].N[C:23]1[N:28]=[CH:27][CH:26]=[CH:25][N:24]=1, predict the reaction product. The product is: [C:1]([C:4]1[C:9]([C:10]2[CH:15]=[CH:14][CH:13]=[CH:12][CH:11]=2)=[N:8][N:7]([CH2:16][CH3:17])[C:6](=[O:18])[C:5]=1[NH:19][C:23]1[N:28]=[CH:27][CH:26]=[CH:25][N:24]=1)(=[O:3])[CH3:2]. (4) Given the reactants [NH2:1][C:2]1[N:7]=[C:6](OS(C(F)(F)F)(=O)=O)[C:5]([N+:16]([O-:18])=[O:17])=[C:4]([C:19]2[O:20][CH:21]=[CH:22][CH:23]=2)[N:3]=1.[CH2:24]([SH:31])[C:25]1[CH:30]=[CH:29][CH:28]=[CH:27][CH:26]=1.C1CCN2C(=NCCC2)CC1, predict the reaction product. The product is: [CH2:24]([S:31][C:6]1[C:5]([N+:16]([O-:18])=[O:17])=[C:4]([C:19]2[O:20][CH:21]=[CH:22][CH:23]=2)[N:3]=[C:2]([NH2:1])[N:7]=1)[C:25]1[CH:30]=[CH:29][CH:28]=[CH:27][CH:26]=1. (5) Given the reactants [O:1]=[C:2]1[CH:7]=[CH:6][N:5]([C:8]2[CH:13]=[CH:12][CH:11]=[C:10]([C:14]([F:17])([F:16])[F:15])[CH:9]=2)[N:4]=[C:3]1[C:18]([O:20]C)=[O:19].[OH-].[Na+].Cl, predict the reaction product. The product is: [O:1]=[C:2]1[CH:7]=[CH:6][N:5]([C:8]2[CH:13]=[CH:12][CH:11]=[C:10]([C:14]([F:17])([F:16])[F:15])[CH:9]=2)[N:4]=[C:3]1[C:18]([OH:20])=[O:19].